This data is from Full USPTO retrosynthesis dataset with 1.9M reactions from patents (1976-2016). The task is: Predict the reactants needed to synthesize the given product. (1) The reactants are: [CH:1]1(O)[C:9]2[C:4](=[CH:5][CH:6]=[C:7]3[CH:13]=[CH:12][CH:11]=[CH:10][C:8]3=2)[C:3](O)=[C:2]1O.CC(C)=O.C([O-])([O-])=O.[K+].[K+].ClC[C:29]#[N:30]. Given the product [CH:1]1([C:29]#[N:30])[C:9]2[C:4](=[CH:5][CH:6]=[C:7]3[CH:13]=[CH:12][CH:11]=[CH:10][C:8]3=2)[CH:3]=[CH:2]1, predict the reactants needed to synthesize it. (2) The reactants are: [NH2:1][C:2]1[CH:10]=[CH:9][CH:8]=[C:7]2[C:3]=1[C:4]([C:15]([N:17]1[CH2:22][CH2:21][CH:20]([C:23]3[CH:24]=[C:25]([CH:34]=[CH:35][C:36]=3[F:37])[CH2:26][NH:27][C:28](=[O:33])[C:29]([F:32])([F:31])[F:30])[CH2:19][CH2:18]1)=[O:16])=[CH:5][N:6]2[CH2:11][CH2:12][O:13][CH3:14].[CH3:38][N:39]([CH3:43])[C:40](Cl)=[O:41]. Given the product [CH3:38][N:39]([CH3:43])[C:40](=[O:41])[NH:1][C:2]1[CH:10]=[CH:9][CH:8]=[C:7]2[C:3]=1[C:4]([C:15]([N:17]1[CH2:18][CH2:19][CH:20]([C:23]3[CH:24]=[C:25]([CH:34]=[CH:35][C:36]=3[F:37])[CH2:26][NH:27][C:28](=[O:33])[C:29]([F:31])([F:32])[F:30])[CH2:21][CH2:22]1)=[O:16])=[CH:5][N:6]2[CH2:11][CH2:12][O:13][CH3:14], predict the reactants needed to synthesize it. (3) Given the product [CH3:8][C:7]1[CH:6]=[CH:5][C:4]([N:9]2[N:10]=[C:11]([CH3:33])/[C:12](=[N:15]/[NH:16][C:17]3[CH:22]=[CH:21][CH:20]=[C:19]([C:23]4[CH:28]=[CH:27][CH:26]=[C:25]([C:29]([OH:31])=[O:30])[CH:24]=4)[C:18]=3[OH:32])/[C:13]2=[O:14])=[CH:3][C:2]=1[CH3:1].[CH2:12]([NH2:15])[CH2:13][OH:14], predict the reactants needed to synthesize it. The reactants are: [CH3:1][C:2]1[CH:3]=[C:4]([N:9]2[C:13](=[O:14])[C:12](=[N:15][NH:16][C:17]3[C:18]([OH:32])=[C:19]([C:23]4[CH:28]=[CH:27][CH:26]=[C:25]([C:29]([OH:31])=[O:30])[CH:24]=4)[CH:20]=[CH:21][CH:22]=3)[C:11]([CH3:33])=[N:10]2)[CH:5]=[CH:6][C:7]=1[CH3:8]. (4) Given the product [CH3:1][N:2]1[C:6]2[CH:7]=[C:8]([C:11]3[N:12]([C:33]4[CH:38]=[N:37][CH:36]=[CH:35][N:34]=4)[CH2:13][NH:14][C:15]=3[C:16]3[CH:17]=[C:18]([CH3:22])[CH:19]=[CH:20][CH:21]=3)[CH:9]=[CH:10][C:5]=2[N:4]([C:23]2[CH:28]=[CH:27][CH:26]=[CH:25][CH:24]=2)[C:3]1=[O:29], predict the reactants needed to synthesize it. The reactants are: [CH3:1][N:2]1[C:6]2[CH:7]=[C:8]([C:11]3[N:12]=[CH:13][NH:14][C:15]=3[C:16]3[CH:17]=[C:18]([CH3:22])[CH:19]=[CH:20][CH:21]=3)[CH:9]=[CH:10][C:5]=2[N:4]([C:23]2[CH:28]=[CH:27][CH:26]=[CH:25][CH:24]=2)[C:3]1=[O:29].[H-].[Na+].Cl[C:33]1[CH:38]=[N:37][CH:36]=[CH:35][N:34]=1. (5) Given the product [F:1][C:2]1[CH:3]=[CH:4][C:5]([CH2:6][N:7]2[CH2:16][CH2:15][C:14]3[C:13]([N:17]([CH3:22])[S:18]([CH3:21])(=[O:20])=[O:19])=[N+:12]([O-:36])[CH:11]=[C:10]([O:23][CH3:24])[C:9]=3[C:8]2=[O:25])=[CH:26][CH:27]=1, predict the reactants needed to synthesize it. The reactants are: [F:1][C:2]1[CH:27]=[CH:26][C:5]([CH2:6][N:7]2[CH2:16][CH2:15][C:14]3[C:13]([N:17]([CH3:22])[S:18]([CH3:21])(=[O:20])=[O:19])=[N:12][CH:11]=[C:10]([O:23][CH3:24])[C:9]=3[C:8]2=[O:25])=[CH:4][CH:3]=1.C1C=C(Cl)C=C(C(OO)=[O:36])C=1.C(O)C. (6) Given the product [CH3:1][O:2][C:3]1[CH:4]=[C:5]([C:11]2[C:19]3[C:14](=[N:15][CH:16]=[CH:17][CH:18]=3)[N:13]([CH2:28][C:27]3[CH:30]=[CH:31][CH:32]=[C:25]([N+:22]([O-:24])=[O:23])[CH:26]=3)[CH:12]=2)[CH:6]=[CH:7][C:8]=1[O:9][CH3:10], predict the reactants needed to synthesize it. The reactants are: [CH3:1][O:2][C:3]1[CH:4]=[C:5]([C:11]2[C:19]3[C:14](=[N:15][CH:16]=[CH:17][CH:18]=3)[NH:13][CH:12]=2)[CH:6]=[CH:7][C:8]=1[O:9][CH3:10].[H-].[Na+].[N+:22]([C:25]1[CH:26]=[C:27]([CH:30]=[CH:31][CH:32]=1)[CH2:28]Cl)([O-:24])=[O:23]. (7) Given the product [Br:1][C:2]1[CH:7]=[C:6]([O:8][CH3:9])[C:5]([OH:10])=[CH:4][C:3]=1[C:14](=[O:16])[CH3:15], predict the reactants needed to synthesize it. The reactants are: [Br:1][C:2]1[CH:7]=[C:6]([O:8][CH3:9])[C:5]([O:10]C(C)C)=[CH:4][C:3]=1[C:14](=[O:16])[CH3:15].[Al+3].[Cl-].[Cl-].[Cl-].